Dataset: Forward reaction prediction with 1.9M reactions from USPTO patents (1976-2016). Task: Predict the product of the given reaction. (1) The product is: [F:12][C:9]1[CH:8]=[N:7][C:6]2[C:11]([N:10]=1)=[C:2]([C:18](=[O:20])[CH3:19])[CH:3]=[CH:4][CH:5]=2. Given the reactants Br[C:2]1[CH:3]=[CH:4][CH:5]=[C:6]2[C:11]=1[N:10]=[C:9]([F:12])[CH:8]=[N:7]2.C([Sn](CCCC)(CCCC)[C:18]([O:20]CC)=[CH2:19])CCC.Cl.CCN(CC)CC, predict the reaction product. (2) Given the reactants [OH:1][C:2]1[CH:11]=[CH:10][CH:9]=[C:8]2[C:3]=1[CH:4]=[CH:5][N:6]=[CH:7]2.[CH3:12][O:13][C:14](=[O:18])[C@@H:15]([CH3:17])O, predict the reaction product. The product is: [CH3:12][O:13][C:14](=[O:18])[C@@H:15]([O:1][C:2]1[CH:11]=[CH:10][CH:9]=[C:8]2[C:3]=1[CH:4]=[CH:5][N:6]=[CH:7]2)[CH3:17]. (3) Given the reactants [OH-:1].[Na+].C1C2=CC3C=CC=[CH:13][C:14]=3N2CC1.[CH3:15][N:16]1[C:24]2[C:19](=[CH:20][CH:21]=[CH:22][CH:23]=2)[C:18]([CH3:25])=[CH:17]1, predict the reaction product. The product is: [CH2:13]1[C:17]2=[C:18]([CH:25]=[O:1])[C:19]3[CH:20]=[CH:21][CH:22]=[CH:23][C:24]=3[N:16]2[CH2:15][CH2:14]1. (4) The product is: [Br:13][C:7]1[CH:6]=[C:5]([CH2:8][C:9]([O:11][CH3:12])=[O:10])[CH:4]=[CH:3][C:2]=1[OH:1]. Given the reactants [OH:1][C:2]1[CH:7]=[CH:6][C:5]([CH2:8][C:9]([O:11][CH3:12])=[O:10])=[CH:4][CH:3]=1.[Br:13]Br, predict the reaction product. (5) Given the reactants Cl[C:2]1[C:10]([N+:11]([O-:13])=[O:12])=[CH:9][CH:8]=[CH:7][C:3]=1[C:4]([OH:6])=[O:5].Cl.[OH-].[NH4+:16], predict the reaction product. The product is: [NH2:16][C:2]1[C:10]([N+:11]([O-:13])=[O:12])=[CH:9][CH:8]=[CH:7][C:3]=1[C:4]([OH:6])=[O:5].